Dataset: Full USPTO retrosynthesis dataset with 1.9M reactions from patents (1976-2016). Task: Predict the reactants needed to synthesize the given product. (1) Given the product [CH3:1][N:2]1[N:6]=[N:5][C:4]([C:7]2[CH:12]=[CH:11][C:10]([C:13]3[CH:18]=[CH:17][C:16]([N:19]4[CH2:23][C@H:22]([CH2:24][O:25][S:29]([CH3:28])(=[O:31])=[O:30])[O:21][C:20]4=[O:26])=[CH:15][C:14]=3[F:27])=[CH:9][N:8]=2)=[N:3]1, predict the reactants needed to synthesize it. The reactants are: [CH3:1][N:2]1[N:6]=[N:5][C:4]([C:7]2[CH:12]=[CH:11][C:10]([C:13]3[CH:18]=[CH:17][C:16]([N:19]4[CH2:23][C@H:22]([CH2:24][OH:25])[O:21][C:20]4=[O:26])=[CH:15][C:14]=3[F:27])=[CH:9][N:8]=2)=[N:3]1.[CH3:28][S:29](Cl)(=[O:31])=[O:30].C(N(CC)CC)C.O. (2) Given the product [CH2:16]([N:7]1[C:8]2[C:13](=[C:12]([O:14][C:20]3[CH:25]=[CH:24][CH:23]=[CH:22][CH:21]=3)[CH:11]=[C:10]([F:15])[CH:9]=2)[C:5]([CH2:4][CH2:3][N:2]([CH3:1])[CH3:18])=[CH:6]1)[CH3:17], predict the reactants needed to synthesize it. The reactants are: [CH3:1][N:2]([CH3:18])[CH2:3][CH2:4][C:5]1[C:13]2[C:12]([OH:14])=[CH:11][C:10]([F:15])=[CH:9][C:8]=2[N:7]([CH2:16][CH3:17])[CH:6]=1.Br[C:20]1[CH:25]=[CH:24][CH:23]=[CH:22][CH:21]=1.C([O-])([O-])=O.[K+].[K+]. (3) Given the product [Cl:1][C:2]1[CH:3]=[CH:4][C:5]2[N:6]([C:8]([CH2:18][NH:19][C:20]3[N:25]=[C:24]([O:26][C@H:27]4[CH2:31][CH2:30][N:29]([CH3:32])[CH2:28]4)[CH:23]=[CH:22][N:21]=3)=[C:9]([C:11]3[CH:12]=[CH:13][C:14]([F:17])=[CH:15][CH:16]=3)[N:10]=2)[CH:7]=1, predict the reactants needed to synthesize it. The reactants are: [Cl:1][C:2]1[CH:3]=[CH:4][C:5]2[N:6]([C:8]([CH2:18][NH:19][C:20]3[N:25]=[C:24]([O:26][C@@H:27]4[CH2:31][CH2:30][N:29]([CH3:32])[CH2:28]4)[CH:23]=[CH:22][N:21]=3)=[C:9]([C:11]3[CH:16]=[CH:15][C:14]([F:17])=[CH:13][CH:12]=3)[N:10]=2)[CH:7]=1.ClC1C=CN=C(NCC2N3C=C(Cl)C=CC3=NC=2C2C=CC(F)=CC=2)N=1.CN1CC[C@H](O)C1. (4) Given the product [CH:14]([N:13]1[C:9]([C:4]2[CH2:5][O:6][CH2:7][CH2:8][C:3]=2[CH2:2][O:17][C:18]2[C:23]([CH:24]=[O:25])=[CH:22][C:21]([O:26][CH3:27])=[N:20][CH:19]=2)=[CH:10][CH:11]=[N:12]1)([CH3:16])[CH3:15], predict the reactants needed to synthesize it. The reactants are: Br[CH2:2][C:3]1[CH2:8][CH2:7][O:6][CH2:5][C:4]=1[C:9]1[N:13]([CH:14]([CH3:16])[CH3:15])[N:12]=[CH:11][CH:10]=1.[OH:17][C:18]1[C:23]([CH:24]=[O:25])=[CH:22][C:21]([O:26][CH3:27])=[N:20][CH:19]=1.C([O-])([O-])=O.[K+].[K+]. (5) Given the product [N:13]1[CH:18]=[CH:17][CH:16]=[CH:15][C:14]=1[N:19]1[CH2:20][CH2:21][N:22]([C:2]2[CH:12]=[CH:11][C:5]([C:6]([O:8][CH2:9][CH3:10])=[O:7])=[CH:4][CH:3]=2)[CH2:23][CH2:24]1, predict the reactants needed to synthesize it. The reactants are: F[C:2]1[CH:12]=[CH:11][C:5]([C:6]([O:8][CH2:9][CH3:10])=[O:7])=[CH:4][CH:3]=1.[N:13]1[CH:18]=[CH:17][CH:16]=[CH:15][C:14]=1[N:19]1[CH2:24][CH2:23][NH:22][CH2:21][CH2:20]1.C(=O)([O-])[O-].[K+].[K+].O. (6) Given the product [NH2:2][CH2:1][CH2:3][P:4](=[O:11])([O:5][CH2:6][CH3:7])[O:8][CH2:9][CH3:10], predict the reactants needed to synthesize it. The reactants are: [C:1]([CH2:3][P:4](=[O:11])([O:8][CH2:9][CH3:10])[O:5][CH2:6][CH3:7])#[N:2]. (7) Given the product [CH2:5]([OH:6])[CH:2]1[O:3][CH:1]([OH:4])[CH:2]([OH:4])[CH:5]([OH:6])[CH:1]1[OH:3], predict the reactants needed to synthesize it. The reactants are: [C:1]([OH:4])(=[O:3])[CH3:2].[CH3:5][OH:6]. (8) Given the product [CH3:24][O:23][C:18]1[N:17]=[C:16]2[C:12]([C:10]3[N:9]([S:26]([C:29]4[CH:34]=[CH:33][C:32]([CH3:35])=[CH:31][CH:30]=4)(=[O:28])=[O:27])[C:5]4=[N:6][CH:7]=[CH:8][C:3]([CH2:2][NH:36][CH:37]5[CH2:38][CH2:39][N:40]([C:43]([O:45][C:46]([CH3:49])([CH3:48])[CH3:47])=[O:44])[CH2:41][CH2:42]5)=[C:4]4[CH:11]=3)=[CH:13][N:14]([CH3:25])[C:15]2=[CH:20][C:19]=1[O:21][CH3:22], predict the reactants needed to synthesize it. The reactants are: Cl[CH2:2][C:3]1[CH:8]=[CH:7][N:6]=[C:5]2[N:9]([S:26]([C:29]3[CH:34]=[CH:33][C:32]([CH3:35])=[CH:31][CH:30]=3)(=[O:28])=[O:27])[C:10]([C:12]3[C:16]4=[N:17][C:18]([O:23][CH3:24])=[C:19]([O:21][CH3:22])[CH:20]=[C:15]4[N:14]([CH3:25])[CH:13]=3)=[CH:11][C:4]=12.[NH2:36][CH:37]1[CH2:42][CH2:41][N:40]([C:43]([O:45][C:46]([CH3:49])([CH3:48])[CH3:47])=[O:44])[CH2:39][CH2:38]1. (9) Given the product [CH3:6][C:5]([CH3:7])=[CH:4][CH2:3][CH2:2][N:18]1[CH:19]=[CH:20][N:21]=[C:17]1[N+:14]([O-:16])=[O:15], predict the reactants needed to synthesize it. The reactants are: Br[CH2:2][CH2:3][CH:4]=[C:5]([CH3:7])[CH3:6].C([O-])([O-])=O.[K+].[K+].[N+:14]([C:17]1[NH:18][CH:19]=[CH:20][N:21]=1)([O-:16])=[O:15]. (10) Given the product [OH:1][C:2]1[CH:3]=[C:4]2[C:5]([C:6](=[O:8])[N:17]([C:18]3[CH:25]=[CH:24][C:21]([C:22]#[N:23])=[CH:20][CH:19]=3)[C:12]([CH:13]([CH3:15])[CH3:14])=[N:11]2)=[CH:9][CH:10]=1, predict the reactants needed to synthesize it. The reactants are: [OH:1][C:2]1[CH:10]=[CH:9][C:5]([C:6]([OH:8])=O)=[C:4]([NH:11][C:12](=O)[CH:13]([CH3:15])[CH3:14])[CH:3]=1.[NH2:17][C:18]1[CH:25]=[CH:24][C:21]([C:22]#[N:23])=[CH:20][CH:19]=1.C(C#N)(C)=O.P(Cl)(Cl)Cl.[OH-].[Na+].